Dataset: NCI-60 drug combinations with 297,098 pairs across 59 cell lines. Task: Regression. Given two drug SMILES strings and cell line genomic features, predict the synergy score measuring deviation from expected non-interaction effect. (1) Drug 1: CC1=C(N=C(N=C1N)C(CC(=O)N)NCC(C(=O)N)N)C(=O)NC(C(C2=CN=CN2)OC3C(C(C(C(O3)CO)O)O)OC4C(C(C(C(O4)CO)O)OC(=O)N)O)C(=O)NC(C)C(C(C)C(=O)NC(C(C)O)C(=O)NCCC5=NC(=CS5)C6=NC(=CS6)C(=O)NCCC[S+](C)C)O. Drug 2: CS(=O)(=O)OCCCCOS(=O)(=O)C. Cell line: EKVX. Synergy scores: CSS=2.50, Synergy_ZIP=-0.0182, Synergy_Bliss=-5.13, Synergy_Loewe=-6.33, Synergy_HSA=-4.22. (2) Drug 1: CC1=C2C(C(=O)C3(C(CC4C(C3C(C(C2(C)C)(CC1OC(=O)C(C(C5=CC=CC=C5)NC(=O)OC(C)(C)C)O)O)OC(=O)C6=CC=CC=C6)(CO4)OC(=O)C)OC)C)OC. Drug 2: CC1=C2C(C(=O)C3(C(CC4C(C3C(C(C2(C)C)(CC1OC(=O)C(C(C5=CC=CC=C5)NC(=O)OC(C)(C)C)O)O)OC(=O)C6=CC=CC=C6)(CO4)OC(=O)C)O)C)O. Cell line: HCT-15. Synergy scores: CSS=60.7, Synergy_ZIP=-2.90, Synergy_Bliss=-3.01, Synergy_Loewe=-19.8, Synergy_HSA=-3.13. (3) Drug 1: CNC(=O)C1=NC=CC(=C1)OC2=CC=C(C=C2)NC(=O)NC3=CC(=C(C=C3)Cl)C(F)(F)F. Drug 2: CN(CC1=CN=C2C(=N1)C(=NC(=N2)N)N)C3=CC=C(C=C3)C(=O)NC(CCC(=O)O)C(=O)O. Cell line: HT29. Synergy scores: CSS=28.1, Synergy_ZIP=-4.73, Synergy_Bliss=-12.2, Synergy_Loewe=-42.7, Synergy_HSA=-12.3. (4) Drug 1: C1=NC2=C(N=C(N=C2N1C3C(C(C(O3)CO)O)F)Cl)N. Drug 2: C1C(C(OC1N2C=NC3=C2NC=NCC3O)CO)O. Cell line: 786-0. Synergy scores: CSS=1.28, Synergy_ZIP=-1.61, Synergy_Bliss=4.16, Synergy_Loewe=-6.48, Synergy_HSA=2.69. (5) Drug 1: CC12CCC3C(C1CCC2NC(=O)OCC(F)(F)F)CCC4C3(C=CC(=O)N4C)C. Drug 2: C1CC2CC3=C(CC1C24CN(S(=O)(=O)N4)CC(F)(F)F)C=CC(=C3)C=CCN5CCC(CC5)C(F)(F)F. Cell line: NCIH23. Synergy scores: CSS=17.0, Synergy_ZIP=2.00, Synergy_Bliss=3.43, Synergy_Loewe=2.52, Synergy_HSA=4.30. (6) Drug 1: CN(C)N=NC1=C(NC=N1)C(=O)N. Drug 2: CN(CC1=CN=C2C(=N1)C(=NC(=N2)N)N)C3=CC=C(C=C3)C(=O)NC(CCC(=O)O)C(=O)O. Cell line: SR. Synergy scores: CSS=43.3, Synergy_ZIP=1.57, Synergy_Bliss=-2.04, Synergy_Loewe=-22.7, Synergy_HSA=-1.57. (7) Drug 1: CC1=C2C(C(=O)C3(C(CC4C(C3C(C(C2(C)C)(CC1OC(=O)C(C(C5=CC=CC=C5)NC(=O)OC(C)(C)C)O)O)OC(=O)C6=CC=CC=C6)(CO4)OC(=O)C)OC)C)OC. Drug 2: C1=NNC2=C1C(=O)NC=N2. Cell line: SNB-75. Synergy scores: CSS=37.8, Synergy_ZIP=3.41, Synergy_Bliss=5.37, Synergy_Loewe=-10.0, Synergy_HSA=6.03. (8) Drug 1: C1=CC(=CC=C1CCC2=CNC3=C2C(=O)NC(=N3)N)C(=O)NC(CCC(=O)O)C(=O)O. Synergy scores: CSS=31.3, Synergy_ZIP=0.189, Synergy_Bliss=-0.917, Synergy_Loewe=-11.0, Synergy_HSA=-0.562. Drug 2: CN(C(=O)NC(C=O)C(C(C(CO)O)O)O)N=O. Cell line: MCF7.